This data is from Reaction yield outcomes from USPTO patents with 853,638 reactions. The task is: Predict the reaction yield, written as a fraction of the theoretical maximum amount of product (1.0 means a 100% yield; for example, 0.34 means a 34% yield). (1) The reactants are C(O)(=O)C.[CH:5]([NH2:7])=[NH:6].C[O-].[Na+].CO.[CH3:13][C:14]([CH3:23])([CH3:22])[CH2:15][C:16](=O)[C:17](OC)=[O:18]. The catalyst is C(O)(=O)C.O. The product is [OH:18][C:17]1[CH:16]=[C:15]([C:14]([CH3:23])([CH3:22])[CH3:13])[N:7]=[CH:5][N:6]=1. The yield is 0.490. (2) The reactants are CS(O[C@H:6]1[CH2:11][CH2:10][CH2:9][CH2:8][C@H:7]1[NH:12][C:13]1[S:14][C:15]2[CH:21]=[C:20]([CH2:22][N:23]3[C:27]4=[N:28][CH:29]=[C:30]([F:32])[CH:31]=[C:26]4[N:25]=[CH:24]3)[CH:19]=[CH:18][C:16]=2[N:17]=1)(=O)=O.[CH3:33][S-:34].[Na+]. The catalyst is CN(C=O)C. The product is [F:32][C:30]1[CH:31]=[C:26]2[N:25]=[CH:24][N:23]([CH2:22][C:20]3[CH:19]=[CH:18][C:16]4[N:17]=[C:13]([NH:12][C@@H:7]5[CH2:8][CH2:9][CH2:10][CH2:11][C@H:6]5[S:34][CH3:33])[S:14][C:15]=4[CH:21]=3)[C:27]2=[N:28][CH:29]=1. The yield is 0.0400. (3) The reactants are [C:1]([C:4]1[C:29]([NH:30][C:31]2[CH:36]=[CH:35][C:34]([I:37])=[CH:33][C:32]=2[F:38])=[C:28]([F:39])[C:27]([F:40])=[CH:26][C:5]=1[O:6][C:7]1[CH:8]=[C:9]([CH:23]=[CH:24][CH:25]=1)[CH2:10][NH:11][S:12]([NH:15]C(=O)OC(C)(C)C)(=[O:14])=[O:13])(=[O:3])[NH2:2].FC(F)(F)C(O)=O. The catalyst is ClCCl. The product is [F:39][C:28]1[C:29]([NH:30][C:31]2[CH:36]=[CH:35][C:34]([I:37])=[CH:33][C:32]=2[F:38])=[C:4]([C:5]([O:6][C:7]2[CH:25]=[CH:24][CH:23]=[C:9]([CH2:10][NH:11][S:12](=[O:14])(=[O:13])[NH2:15])[CH:8]=2)=[CH:26][C:27]=1[F:40])[C:1]([NH2:2])=[O:3]. The yield is 0.940. (4) The reactants are Br[C:2]1[N:6]([CH:7]([CH:9]2[CH2:14][CH2:13][CH2:12][CH2:11][CH2:10]2)[CH3:8])[C:5]([CH3:15])=[C:4]([C:16]([O:18][CH2:19][CH3:20])=[O:17])[CH:3]=1.C([O-])([O-])=O.[Cs+].[Cs+].[C:27]([C:31]1[CH:32]=[C:33](B2OC(C)(C)C(C)(C)O2)[CH:34]=[C:35]([C:37]([CH3:40])([CH3:39])[CH3:38])[CH:36]=1)([CH3:30])([CH3:29])[CH3:28]. The catalyst is O1CCOCC1.O.C1C=CC(P(C2C=CC=CC=2)[C-]2C=CC=C2)=CC=1.C1C=CC(P(C2C=CC=CC=2)[C-]2C=CC=C2)=CC=1.Cl[Pd]Cl.[Fe+2]. The product is [CH:9]1([CH:7]([N:6]2[C:2]([C:33]3[CH:32]=[C:31]([C:27]([CH3:29])([CH3:28])[CH3:30])[CH:36]=[C:35]([C:37]([CH3:40])([CH3:39])[CH3:38])[CH:34]=3)=[CH:3][C:4]([C:16]([O:18][CH2:19][CH3:20])=[O:17])=[C:5]2[CH3:15])[CH3:8])[CH2:14][CH2:13][CH2:12][CH2:11][CH2:10]1. The yield is 0.400. (5) The reactants are Br[C:2]1[CH:10]=[CH:9][C:5]2[S:6][CH:7]=[CH:8][C:4]=2[CH:3]=1.[CH:11]([C:13]1[CH:18]=[CH:17][CH:16]=[CH:15][C:14]=1B(O)O)=[O:12].C(=O)([O-])[O-].[Na+].[Na+]. The catalyst is C1(C)C=CC=CC=1.C(O)C.O.[Pd].C1(P(C2C=CC=CC=2)C2C=CC=CC=2)C=CC=CC=1.C1(P(C2C=CC=CC=2)C2C=CC=CC=2)C=CC=CC=1.C1(P(C2C=CC=CC=2)C2C=CC=CC=2)C=CC=CC=1.C1(P(C2C=CC=CC=2)C2C=CC=CC=2)C=CC=CC=1. The product is [S:6]1[CH:7]=[CH:8][C:4]2[CH:3]=[C:2]([C:14]3[CH:15]=[CH:16][CH:17]=[CH:18][C:13]=3[CH:11]=[O:12])[CH:10]=[CH:9][C:5]1=2. The yield is 0.810. (6) The reactants are C[O:2][C:3](=[O:36])[C@@H:4]([NH:14][C:15]([C:17]1[C:18]([CH3:35])=[N:19][C:20]([NH:24][CH2:25][CH2:26][CH2:27][C:28]2[CH:33]=[CH:32][C:31]([OH:34])=[CH:30][CH:29]=2)=[N:21][C:22]=1[CH3:23])=[O:16])[CH2:5][NH:6][C:7]([C:9]1[S:10][CH:11]=[CH:12][CH:13]=1)=[O:8].O.[OH-].[Li+]. The catalyst is C1COCC1.O. The product is [OH:34][C:31]1[CH:32]=[CH:33][C:28]([CH2:27][CH2:26][CH2:25][NH:24][C:20]2[N:19]=[C:18]([CH3:35])[C:17]([C:15]([NH:14][C@@H:4]([CH2:5][NH:6][C:7]([C:9]3[S:10][CH:11]=[CH:12][CH:13]=3)=[O:8])[C:3]([OH:36])=[O:2])=[O:16])=[C:22]([CH3:23])[N:21]=2)=[CH:29][CH:30]=1. The yield is 1.00. (7) The reactants are I[C:2]1[CH:22]=[N:21][C:5]2[NH:6][CH2:7][CH2:8][N:9]([CH:10]([C:12]3[CH:17]=[C:16]([F:18])[C:15]([F:19])=[CH:14][C:13]=3[F:20])[CH3:11])[C:4]=2[CH:3]=1.[CH3:23][N:24]1[CH2:29][CH2:28][N:27]([C:30]([C:32]2[CH:37]=[CH:36][C:35](B3OC(C)(C)C(C)(C)O3)=[CH:34][CH:33]=2)=[O:31])[CH2:26][CH2:25]1. No catalyst specified. The product is [CH3:23][N:24]1[CH2:29][CH2:28][N:27]([C:30]([C:32]2[CH:37]=[CH:36][C:35]([C:2]3[CH:22]=[N:21][C:5]4[NH:6][CH2:7][CH2:8][N:9]([CH:10]([C:12]5[CH:17]=[C:16]([F:18])[C:15]([F:19])=[CH:14][C:13]=5[F:20])[CH3:11])[C:4]=4[CH:3]=3)=[CH:34][CH:33]=2)=[O:31])[CH2:26][CH2:25]1. The yield is 0.0200. (8) The reactants are [CH3:1][C:2]1[O:6][N:5]=[C:4]([C:7]2[CH:12]=[CH:11][CH:10]=[CH:9][CH:8]=2)[C:3]=1[CH2:13][O:14][C:15]1[N:20]=[CH:19][C:18]([C:21]([NH:23][CH:24]2[CH2:29][CH2:28][CH2:27][N:26]([CH2:30][C:31]([OH:33])=O)[CH2:25]2)=[O:22])=[CH:17][CH:16]=1.[F:34][C:35]([F:39])([F:38])[CH2:36][NH2:37]. No catalyst specified. The product is [CH3:1][C:2]1[O:6][N:5]=[C:4]([C:7]2[CH:12]=[CH:11][CH:10]=[CH:9][CH:8]=2)[C:3]=1[CH2:13][O:14][C:15]1[CH:16]=[CH:17][C:18]([C:21]([NH:23][CH:24]2[CH2:29][CH2:28][CH2:27][N:26]([CH2:30][C:31](=[O:33])[NH:37][CH2:36][C:35]([F:39])([F:38])[F:34])[CH2:25]2)=[O:22])=[CH:19][N:20]=1. The yield is 0.620.